Dataset: Full USPTO retrosynthesis dataset with 1.9M reactions from patents (1976-2016). Task: Predict the reactants needed to synthesize the given product. (1) Given the product [CH3:19][O:20][CH2:21][O:22][C:23]1[CH:32]=[C:31]2[C:26]([CH:15]([CH2:16][CH:17]=[CH2:18])[CH:28]([C:34]3[CH:35]=[CH:36][C:37]([O:40][CH2:41][O:42][CH3:43])=[CH:38][CH:39]=3)[C:29](=[O:33])[O:30]2)=[CH:25][CH:24]=1, predict the reactants needed to synthesize it. The reactants are: [F-].[CH2:15]([N+]([CH2:15][CH2:16][CH2:17][CH3:18])([CH2:15][CH2:16][CH2:17][CH3:18])[CH2:15][CH2:16][CH2:17][CH3:18])[CH2:16][CH2:17][CH3:18].[CH3:19][O:20][CH2:21][O:22][C:23]1[CH:32]=[C:31]2[C:26](C=[C:28]([C:34]3[CH:39]=[CH:38][C:37]([O:40][CH2:41][O:42][CH3:43])=[CH:36][CH:35]=3)[C:29](=[O:33])[O:30]2)=[CH:25][CH:24]=1.[H-].[Ca+2].[H-].C([Si](C)(C)C)C=C.Cl. (2) Given the product [NH2:23][C:22]1[NH:11][C:10]2[CH:9]=[CH:8][C:7]([O:12][CH3:13])=[C:3]([C:4]([OH:6])=[O:5])[C:2]=2[N:1]=1, predict the reactants needed to synthesize it. The reactants are: [NH2:1][C:2]1[C:10]([NH2:11])=[CH:9][CH:8]=[C:7]([O:12][CH3:13])[C:3]=1[C:4]([OH:6])=[O:5].COC(C1C2N=C(N)[NH:23][C:22]=2C=CC=1)=O.BrC#N.